This data is from Forward reaction prediction with 1.9M reactions from USPTO patents (1976-2016). The task is: Predict the product of the given reaction. (1) The product is: [CH3:30][CH:14]1[CH2:15][CH2:16][CH:17]([C@H:18]2[CH2:19][CH2:20][C@H:21]([CH2:24][CH2:25][CH2:26][CH2:27][CH3:28])[CH2:22][CH2:23]2)[O:31][C:13]1=[O:12]. Given the reactants FC(F)(F)C(O)=O.C([O:12][C:13](=[O:31])[CH:14]([CH3:30])[CH2:15][CH2:16][CH:17](O)[C@H:18]1[CH2:23][CH2:22][C@H:21]([CH2:24][CH2:25][CH2:26][CH2:27][CH3:28])[CH2:20][CH2:19]1)(C)(C)C, predict the reaction product. (2) Given the reactants [C:1]([O:5][C:6]([NH:8][C@@H:9]([CH2:32][CH3:33])[C:10]([NH:12][CH2:13]/[CH:14]=[CH:15]/[C:16]1[C:24]2[C:19](=[CH:20][CH:21]=[CH:22][CH:23]=2)[N:18]([C:25]([O:27][C:28]([CH3:31])([CH3:30])[CH3:29])=[O:26])[CH:17]=1)=[O:11])=[O:7])([CH3:4])([CH3:3])[CH3:2], predict the reaction product. The product is: [C:28]([O:27][C:25]([N:18]1[C:19]2[C:24](=[CH:23][CH:22]=[CH:21][CH:20]=2)[C:16]([CH2:15][CH2:14][CH2:13][NH:12][C:10](=[O:11])[C@@H:9]([NH:8][C:6]([O:5][C:1]([CH3:4])([CH3:3])[CH3:2])=[O:7])[CH2:32][CH3:33])=[CH:17]1)=[O:26])([CH3:31])([CH3:29])[CH3:30]. (3) Given the reactants ClC(OCC(C)C)=O.[C:9]([O:13][C:14]([N:16]1[CH2:21][CH2:20][O:19][CH2:18][CH:17]1[C:22]([OH:24])=O)=[O:15])([CH3:12])([CH3:11])[CH3:10].C(N(CC)CC)C.[I:32][C:33]1[CH:34]=[C:35]([CH:40]=[CH:41][CH:42]=1)[C:36]([NH:38]O)=[NH:37], predict the reaction product. The product is: [I:32][C:33]1[CH:34]=[C:35]([C:36]2[N:38]=[C:22]([CH:17]3[CH2:18][O:19][CH2:20][CH2:21][N:16]3[C:14]([O:13][C:9]([CH3:10])([CH3:11])[CH3:12])=[O:15])[O:24][N:37]=2)[CH:40]=[CH:41][CH:42]=1. (4) Given the reactants O(C1C=CC=CC=1B(O)O)C1C=CC=CC=1.C(=O)([O-])[O-].[Na+].[Na+].[CH3:23][C:24]1[NH:25][C:26](=[O:47])[C:27]2[C:28](=[C:30]([C:34]3[CH:39]=[CH:38][CH:37]=[CH:36][C:35]=3[O:40][C:41]3[CH:46]=[CH:45][CH:44]=[CH:43][CH:42]=3)[NH:31][C:32]=2[CH3:33])N=1.[Cl-].[Na+], predict the reaction product. The product is: [CH3:33][C:32]1[NH:31][C:30]([C:34]2[CH:39]=[CH:38][CH:37]=[CH:36][C:35]=2[O:40][C:41]2[CH:46]=[CH:45][CH:44]=[CH:43][CH:42]=2)=[C:28]2[CH2:23][CH2:24][NH:25][C:26](=[O:47])[C:27]=12. (5) Given the reactants [Cl:1][C:2]1[CH:3]=[C:4]([F:24])[CH:5]=[C:6]2[C:14]=1[NH:13][C:12]1[C:11]([C:20]([F:23])([F:22])[F:21])([O:15][Si](C)(C)C)[CH2:10][CH2:9][CH2:8][C:7]2=1.[OH-].[K+], predict the reaction product. The product is: [Cl:1][C:2]1[CH:3]=[C:4]([F:24])[CH:5]=[C:6]2[C:14]=1[NH:13][C:12]1[C:11]([C:20]([F:23])([F:21])[F:22])([OH:15])[CH2:10][CH2:9][CH2:8][C:7]2=1. (6) Given the reactants [CH3:1][C:2]1[C:3]([NH:12][CH:13]([C:17]2[CH:27]=[CH:26][C:20]([C:21]([O:23]CC)=[O:22])=[CH:19][CH:18]=2)[CH2:14][CH2:15][CH3:16])=[N:4][C:5]2[C:10]([CH:11]=1)=[CH:9][CH:8]=[CH:7][CH:6]=2.[OH-].[Na+], predict the reaction product. The product is: [CH3:1][C:2]1[C:3]([NH:12][CH:13]([C:17]2[CH:18]=[CH:19][C:20]([C:21]([OH:23])=[O:22])=[CH:26][CH:27]=2)[CH2:14][CH2:15][CH3:16])=[N:4][C:5]2[C:10]([CH:11]=1)=[CH:9][CH:8]=[CH:7][CH:6]=2.